Dataset: Full USPTO retrosynthesis dataset with 1.9M reactions from patents (1976-2016). Task: Predict the reactants needed to synthesize the given product. (1) Given the product [CH2:1]([O:3][C:4]1[CH:5]=[CH:6][C:7]([C:8]([NH:14][C:15]2([C:18]([O:20][CH2:21][CH3:22])=[O:19])[CH2:17][CH2:16]2)=[O:10])=[CH:11][CH:12]=1)[CH3:2], predict the reactants needed to synthesize it. The reactants are: [CH2:1]([O:3][C:4]1[CH:12]=[CH:11][C:7]([C:8]([OH:10])=O)=[CH:6][CH:5]=1)[CH3:2].Cl.[NH2:14][C:15]1([C:18]([O:20][CH2:21][CH3:22])=[O:19])[CH2:17][CH2:16]1.Cl.CN(C)CCCN=C=NCC.ON1C2C=CC=CC=2N=N1.C(N(C(C)C)CC)(C)C. (2) Given the product [Br:18][C:19]1[CH:20]=[CH:21][C:22]([OH:25])=[C:23]([C:9](=[O:11])[CH2:8][C:3]2[CH:4]=[CH:5][CH:6]=[CH:7][C:2]=2[CH3:1])[CH:24]=1, predict the reactants needed to synthesize it. The reactants are: [CH3:1][C:2]1[CH:7]=[CH:6][CH:5]=[CH:4][C:3]=1[CH2:8][C:9]([OH:11])=O.C(Cl)(=O)C(Cl)=O.[Br:18][C:19]1[CH:24]=[CH:23][C:22]([O:25]C)=[CH:21][CH:20]=1.[Al+3].[Cl-].[Cl-].[Cl-]. (3) Given the product [CH3:10][O:9][C:7](=[O:8])[CH:6]([CH:11]1[CH2:12][CH2:13][CH2:14][CH2:15][CH2:16]1)[C:5]([O:4][CH3:3])=[O:17], predict the reactants needed to synthesize it. The reactants are: [BH4-].[Na+].[CH3:3][O:4][C:5](=[O:17])[C:6](=[C:11]1[CH2:16][CH2:15][CH2:14][CH2:13][CH2:12]1)[C:7]([O:9][CH3:10])=[O:8].[H-]. (4) Given the product [C:12]([CH:16]1[O:4][C:3](=[O:5])[CH:2]([C:6]2[S:7][CH:8]=[CH:9][CH:10]=2)[O:1]1)([CH3:15])([CH3:13])[CH3:11], predict the reactants needed to synthesize it. The reactants are: [OH:1][CH:2]([C:6]1[S:7][CH:8]=[CH:9][CH:10]=1)[C:3]([OH:5])=[O:4].[CH3:11][C:12]([CH3:16])([CH3:15])[CH:13]=O.C1(C)C=CC(S(O)(=O)=O)=CC=1. (5) The reactants are: FC(F)(F)S(O[C:7]1[C:31]([O:32][CH3:33])=[CH:30][C:10]2[C@@H:11]([C:24]3[CH:29]=[CH:28][CH:27]=[CH:26][CH:25]=3)[NH:12][C@@:13]([CH2:20][CH2:21][CH2:22][CH3:23])([CH2:18][CH3:19])[CH2:14][S:15](=[O:17])(=[O:16])[C:9]=2[CH:8]=1)(=O)=O.C(N(CC)CC)C.[C:43]([O:47][CH2:48][CH3:49])(=[O:46])[CH:44]=[CH2:45]. Given the product [CH2:20]([C@@:13]1([CH2:18][CH3:19])[NH:12][C@H:11]([C:24]2[CH:29]=[CH:28][CH:27]=[CH:26][CH:25]=2)[C:10]2[CH:30]=[C:31]([O:32][CH3:33])[C:7](/[CH:45]=[CH:44]/[C:43]([O:47][CH2:48][CH3:49])=[O:46])=[CH:8][C:9]=2[S:15](=[O:16])(=[O:17])[CH2:14]1)[CH2:21][CH2:22][CH3:23], predict the reactants needed to synthesize it. (6) Given the product [Cl:1][C:2]1[CH:7]=[CH:6][N:5]=[C:4]2[C:8]([C:11]([NH:13][C@H:14]3[CH2:19][CH2:18][CH2:17][CH2:16][C@@H:15]3[OH:20])=[O:12])=[CH:9][N:10]([CH2:22][C:23]3[CH:28]=[CH:27][CH:26]=[C:25]([F:29])[C:24]=3[F:30])[C:3]=12, predict the reactants needed to synthesize it. The reactants are: [Cl:1][C:2]1[CH:7]=[CH:6][N:5]=[C:4]2[C:8]([C:11]([NH:13][C@H:14]3[CH2:19][CH2:18][CH2:17][CH2:16][C@@H:15]3[OH:20])=[O:12])=[CH:9][NH:10][C:3]=12.Br[CH2:22][C:23]1[CH:28]=[CH:27][CH:26]=[C:25]([F:29])[C:24]=1[F:30].C(=O)([O-])[O-].[Cs+].[Cs+]. (7) Given the product [CH2:36]([O:35][C:33]([N:1]1[CH2:2][CH2:3][CH:4]([NH:7][C:8]([C:10]2[C:14]3[N:15]=[CH:16][N:17]=[C:18]([C:19]4[CH:24]=[CH:23][C:22]([O:25][CH3:26])=[CH:21][C:20]=4[O:27][CH2:28][CH:29]4[CH2:30][CH2:31]4)[C:13]=3[NH:12][CH:11]=2)=[O:9])[CH2:5][CH2:6]1)=[O:34])[CH3:37], predict the reactants needed to synthesize it. The reactants are: [NH:1]1[CH2:6][CH2:5][CH:4]([NH:7][C:8]([C:10]2[C:14]3[N:15]=[CH:16][N:17]=[C:18]([C:19]4[CH:24]=[CH:23][C:22]([O:25][CH3:26])=[CH:21][C:20]=4[O:27][CH2:28][CH:29]4[CH2:31][CH2:30]4)[C:13]=3[NH:12][CH:11]=2)=[O:9])[CH2:3][CH2:2]1.Cl[C:33]([O:35][CH2:36][CH3:37])=[O:34]. (8) Given the product [Br:1][C:2]1[C:3]([NH:9][NH:10][C:11](=[O:13])[CH3:12])=[N:4][CH:5]=[C:6]([Br:8])[CH:7]=1, predict the reactants needed to synthesize it. The reactants are: [Br:1][C:2]1[C:3]([NH:9][NH2:10])=[N:4][CH:5]=[C:6]([Br:8])[CH:7]=1.[C:11](OC(=O)C)(=[O:13])[CH3:12].